From a dataset of Peptide-MHC class II binding affinity with 134,281 pairs from IEDB. Regression. Given a peptide amino acid sequence and an MHC pseudo amino acid sequence, predict their binding affinity value. This is MHC class II binding data. (1) The MHC is HLA-DPA10201-DPB10501 with pseudo-sequence HLA-DPA10201-DPB10501. The binding affinity (normalized) is 0. The peptide sequence is NNKFFINFFNLLA. (2) The peptide sequence is DELQIVDKIDAAFKI. The MHC is DRB1_0701 with pseudo-sequence DRB1_0701. The binding affinity (normalized) is 0.639. (3) The peptide sequence is IQNSLSTEWSPCSVT. The MHC is HLA-DQA10501-DQB10301 with pseudo-sequence HLA-DQA10501-DQB10301. The binding affinity (normalized) is 0.234.